Dataset: Full USPTO retrosynthesis dataset with 1.9M reactions from patents (1976-2016). Task: Predict the reactants needed to synthesize the given product. Given the product [C:19]([NH:5][C@@H:4]1[C@@H:6]([OH:7])[C@H:8]([OH:9])[C@@H:10]([CH2:12][OH:13])[O:11][CH:3]1[OH:2])(=[O:21])[CH3:20], predict the reactants needed to synthesize it. The reactants are: Cl.[OH:2][CH:3]1[O:11][C@H:10]([CH2:12][OH:13])[C@@H:8]([OH:9])[C@H:6]([OH:7])[C@H:4]1[NH2:5].CO[Na].CO.[C:19](OC(=O)C)(=[O:21])[CH3:20].